This data is from Full USPTO retrosynthesis dataset with 1.9M reactions from patents (1976-2016). The task is: Predict the reactants needed to synthesize the given product. (1) Given the product [F:1][C:2]1[CH:7]=[CH:6][C:5]([CH:8]([N:29]2[CH2:34][CH2:33][N:32]([CH:35]([CH3:37])[CH3:36])[CH2:31][CH2:30]2)[CH2:9][N:10]2[CH2:15][CH2:14][N:13]([CH2:16][CH2:17][CH2:18][C:19]3[S:40][C:39]([NH2:41])=[N:38][C:20]=3[C:21]3[CH:26]=[CH:25][CH:24]=[CH:23][CH:22]=3)[CH2:12][CH2:11]2)=[CH:4][CH:3]=1, predict the reactants needed to synthesize it. The reactants are: [F:1][C:2]1[CH:7]=[CH:6][C:5]([CH:8]([N:29]2[CH2:34][CH2:33][N:32]([CH:35]([CH3:37])[CH3:36])[CH2:31][CH2:30]2)[CH2:9][N:10]2[CH2:15][CH2:14][N:13]([CH2:16][CH2:17][CH2:18][CH:19](Br)[C:20](=O)[C:21]3[CH:26]=[CH:25][CH:24]=[CH:23][CH:22]=3)[CH2:12][CH2:11]2)=[CH:4][CH:3]=1.[NH2:38][C:39]([NH2:41])=[S:40].C(=O)(O)[O-].[Na+]. (2) The reactants are: [OH-].[Na+].[O-:3][S:4]([C:7]([F:10])([F:9])[F:8])(=[O:6])=[O:5].[OH:11][C:12]1[CH:17]=[CH:16][C:15]([S+:18]([C:25]2[CH:30]=[CH:29][C:28]([OH:31])=[CH:27][CH:26]=2)[C:19]2[CH:24]=[CH:23][CH:22]=[CH:21][CH:20]=2)=[CH:14][CH:13]=1.CS(C)=O.Cl[CH2:37][CH2:38][O:39][CH:40]=[CH2:41].[CH3:42][CH2:43][O:44][CH2:45][CH3:46]. Given the product [O-:6][S:4]([C:7]([F:10])([F:9])[F:8])(=[O:5])=[O:3].[CH:40]([O:39][CH2:38][CH2:37][O:11][C:12]1[CH:17]=[CH:16][C:15]([S+:18]([C:25]2[CH:26]=[CH:27][C:28]([O:31][CH2:46][CH2:45][O:44][CH:43]=[CH2:42])=[CH:29][CH:30]=2)[C:19]2[CH:24]=[CH:23][CH:22]=[CH:21][CH:20]=2)=[CH:14][CH:13]=1)=[CH2:41], predict the reactants needed to synthesize it.